From a dataset of Full USPTO retrosynthesis dataset with 1.9M reactions from patents (1976-2016). Predict the reactants needed to synthesize the given product. (1) Given the product [Cl:30][C:23]1[CH:22]=[C:21]([C:18]2[CH:19]=[CH:20][N:16]([CH2:15][C@@H:14]([NH:13][C:9]([C:7]3[N:6]=[C:5]([CH3:12])[N:4]([CH:1]([CH3:2])[CH3:3])[CH:8]=3)=[O:11])[CH3:31])[N:17]=2)[CH:28]=[C:27]([F:29])[C:24]=1[C:25]#[N:26], predict the reactants needed to synthesize it. The reactants are: [CH:1]([N:4]1[CH:8]=[C:7]([C:9]([OH:11])=O)[N:6]=[C:5]1[CH3:12])([CH3:3])[CH3:2].[NH2:13][C@@H:14]([CH3:31])[CH2:15][N:16]1[CH:20]=[CH:19][C:18]([C:21]2[CH:28]=[C:27]([F:29])[C:24]([C:25]#[N:26])=[C:23]([Cl:30])[CH:22]=2)=[N:17]1.C1C=CC2N(O)N=NC=2C=1.CN(C=O)C. (2) Given the product [CH3:1][O:2][O:3][CH:4]([CH2:60][C:54]1[CH:55]=[CH:56][CH:57]=[CH:58][CH:59]=1)[C@H:5]([CH2:6][O:43][C:25](=[O:44])[CH2:26][CH2:27][CH2:28][CH2:29][CH2:30][CH2:31][CH2:32]/[CH:33]=[CH:34]\[CH2:35][CH2:36][CH2:37][CH2:38][CH2:39][CH2:40][CH2:41][CH3:42])[O:15][CH2:16][CH2:17][O:18][CH:19]1[CH2:24][CH2:23][CH2:22][CH2:21][O:20]1, predict the reactants needed to synthesize it. The reactants are: [CH3:1][O:2][O:3][CH2:4][C@H:5]([O:15][CH2:16][CH2:17][O:18][CH:19]1[CH2:24][CH2:23][CH2:22][CH2:21][O:20]1)[CH:6](CC1C=CC=CC=1)O.[C:25]([OH:44])(=[O:43])[CH2:26][CH2:27][CH2:28][CH2:29][CH2:30][CH2:31][CH2:32]/[CH:33]=[CH:34]\[CH2:35][CH2:36][CH2:37][CH2:38][CH2:39][CH2:40][CH2:41][CH3:42].[CH2:54]1[CH2:59][CH2:58][CH:57](N=C=N[CH:54]2[CH2:59][CH2:58][CH2:57][CH2:56][CH2:55]2)[CH2:56][CH2:55]1.[CH2:60](Cl)Cl. (3) The reactants are: [NH2:1][CH2:2][CH2:3][CH2:4][CH2:5][C@H:6]([NH:11][C:12]([O:14][C:15]([CH3:18])([CH3:17])[CH3:16])=[O:13])[C:7]([O:9][CH3:10])=[O:8].[O:19]=[C:20]1[CH2:23][CH:22]([C:24](O)=[O:25])[CH2:21]1.CN(C(ON1N=NC2C=CC=NC1=2)=[N+](C)C)C.F[P-](F)(F)(F)(F)F.CCN(C(C)C)C(C)C. Given the product [NH2:1][CH2:2][CH2:3][CH2:4][CH2:5][C@H:6]([NH:11][C:12]([O:14][C:15]([CH3:18])([CH3:17])[CH3:16])=[O:13])[C:7]([O:9][CH3:10])=[O:8].[C:15]([O:14][C:12]([NH:11][C@@H:6]([CH2:5][CH2:4][CH2:3][CH2:2][NH:1][C:24]([CH:22]1[CH2:23][C:20](=[O:19])[CH2:21]1)=[O:25])[C:7]([O:9][CH3:10])=[O:8])=[O:13])([CH3:18])([CH3:17])[CH3:16], predict the reactants needed to synthesize it. (4) The reactants are: [CH3:1][O:2][C:3]1[CH:10]=[CH:9][C:6]([CH2:7][NH2:8])=[CH:5][CH:4]=1. Given the product [CH3:1][O:2][C:3]1[CH:10]=[CH:9][C:6]([CH2:7][N:8]=[CH:5][CH:6]([CH3:9])[CH3:7])=[CH:5][CH:4]=1, predict the reactants needed to synthesize it. (5) Given the product [F:31][CH:13]([F:12])[C:14]1[CH:21]=[C:20]([O:22][CH2:23][CH2:24][N:25]2[CH2:30][CH2:29][O:28][CH2:27][CH2:26]2)[CH:19]=[CH:18][C:15]=1[C:16]1[NH:1][C:2]2[C:3]([C:4]([OH:6])=[O:5])=[CH:7][CH:8]=[CH:9][C:10]=2[N:11]=1, predict the reactants needed to synthesize it. The reactants are: [NH2:1][C:2]1[C:10]([NH2:11])=[CH:9][CH:8]=[CH:7][C:3]=1[C:4]([OH:6])=[O:5].[F:12][CH:13]([F:31])[C:14]1[CH:21]=[C:20]([O:22][CH2:23][CH2:24][N:25]2[CH2:30][CH2:29][O:28][CH2:27][CH2:26]2)[CH:19]=[CH:18][C:15]=1[CH:16]=O. (6) Given the product [F:1][C:2]1[CH:8]=[CH:7][C:5]([NH:6][C:19]([C:21]2[C:25]3[CH:26]=[CH:27][C:28]([O:30][C:31]4[CH:36]=[CH:35][N:34]=[C:33]([NH2:37])[N:32]=4)=[CH:29][C:24]=3[O:23][CH:22]=2)=[O:18])=[CH:4][C:3]=1[C:9]([F:10])([F:11])[F:12], predict the reactants needed to synthesize it. The reactants are: [F:1][C:2]1[CH:8]=[CH:7][C:5]([NH2:6])=[CH:4][C:3]=1[C:9]([F:12])([F:11])[F:10].C[Al](C)C.C[O:18][C:19]([C:21]1[C:25]2[CH:26]=[CH:27][C:28]([O:30][C:31]3[CH:36]=[CH:35][N:34]=[C:33]([NH2:37])[N:32]=3)=[CH:29][C:24]=2[O:23][CH:22]=1)=O.[NH4+].[Cl-]. (7) Given the product [Br-:22].[OH:9][C:8]([C:16]1[CH:21]=[CH:20][CH:19]=[CH:18][CH:17]=1)([C:10]1[CH:15]=[CH:14][CH:13]=[CH:12][CH:11]=1)[C:4]12[CH2:7][N+:1]([CH2:23][CH2:24][CH2:25][O:26][C:27]3[CH:32]=[CH:31][CH:30]=[CH:29][C:28]=3[OH:33])([CH2:6][CH2:5]1)[CH2:2][CH2:3]2, predict the reactants needed to synthesize it. The reactants are: [N:1]12[CH2:7][C:4]([C:8]([C:16]3[CH:21]=[CH:20][CH:19]=[CH:18][CH:17]=3)([C:10]3[CH:15]=[CH:14][CH:13]=[CH:12][CH:11]=3)[OH:9])([CH2:5][CH2:6]1)[CH2:3][CH2:2]2.[Br:22][CH2:23][CH2:24][CH2:25][O:26][C:27]1[CH:32]=[CH:31][CH:30]=[CH:29][C:28]=1[OH:33]. (8) Given the product [S:1]([O:3][CH2:4][CH2:5][CH2:6][O:7][CH3:8])([O:9][CH2:10][CH2:11][CH2:12][O:13][CH3:14])(=[O:16])=[O:2], predict the reactants needed to synthesize it. The reactants are: [S:1]([O:9][CH2:10][CH2:11][CH2:12][O:13][CH3:14])([O:3][CH2:4][CH2:5][CH2:6][O:7][CH3:8])=[O:2].I([O-])(=O)(=O)=[O:16].[Na+]. (9) Given the product [C:7]1([CH3:8])[CH:9]=[CH:10][C:4]([S:1]([O:17][CH:13]([CH2:14][CH:15]=[CH2:16])[CH3:12])(=[O:3])=[O:2])=[CH:5][CH:6]=1, predict the reactants needed to synthesize it. The reactants are: [S:1](Cl)([C:4]1[CH:10]=[CH:9][C:7]([CH3:8])=[CH:6][CH:5]=1)(=[O:3])=[O:2].[CH3:12][CH:13]([OH:17])[CH2:14][CH:15]=[CH2:16].Cl. (10) Given the product [C:16]1([CH2:15][CH2:14][C:5]2([CH:9]3[CH2:13][CH2:12][CH2:11][CH2:10]3)[O:4][C:3](=[O:22])[C:2]([S:34][C:31]3[NH:30][C:29]([C:26]4[CH:27]=[CH:28][N:23]=[CH:24][CH:25]=4)=[N:33][N:32]=3)=[C:7]([OH:8])[CH2:6]2)[CH2:21][CH2:20][CH2:19][CH2:18][CH:17]=1, predict the reactants needed to synthesize it. The reactants are: Cl[C:2]1[C:3](=[O:22])[O:4][C:5]([CH2:14][CH2:15][C:16]2[CH2:21][CH2:20][CH2:19][CH2:18][CH:17]=2)([CH:9]2[CH2:13][CH2:12][CH2:11][CH2:10]2)[CH2:6][C:7]=1[OH:8].[N:23]1[CH:28]=[CH:27][C:26]([C:29]2[NH:30][C:31]([SH:34])=[N:32][N:33]=2)=[CH:25][CH:24]=1.C(N(CC)CC)C.